This data is from Catalyst prediction with 721,799 reactions and 888 catalyst types from USPTO. The task is: Predict which catalyst facilitates the given reaction. (1) Reactant: C(O)(=O)C.[CH3:5][O:6][C:7](=[O:23])[C:8]1[CH:13]=[CH:12][C:11]([N:14]([CH:19]=O)[CH2:15][C:16](=O)[CH3:17])=[C:10]([O:21][CH3:22])[CH:9]=1.C([O-])(=O)C.[NH4+:28]. Product: [CH3:5][O:6][C:7](=[O:23])[C:8]1[CH:13]=[CH:12][C:11]([N:14]2[CH:15]=[C:16]([CH3:17])[N:28]=[CH:19]2)=[C:10]([O:21][CH3:22])[CH:9]=1. The catalyst class is: 13. (2) Reactant: C(OC([N:8]1[CH2:13][CH2:12][CH:11]([C:14](=[O:23])[C:15]2[CH:20]=[CH:19][C:18]([S:21][CH3:22])=[CH:17][CH:16]=2)[CH2:10][CH2:9]1)=O)(C)(C)C.[C:24]1([C:26](=[CH:28][CH:29]=[CH:30][CH:31]=1)O)[OH:25].CC1C=CC(S(O)(=O)=O)=CC=1.O. Product: [CH3:22][S:21][C:18]1[CH:17]=[CH:16][C:15]([C:14]2([CH:11]3[CH2:10][CH2:9][NH:8][CH2:13][CH2:12]3)[O:23][C:31]3[CH:30]=[CH:29][CH:28]=[CH:26][C:24]=3[O:25]2)=[CH:20][CH:19]=1. The catalyst class is: 113. (3) Reactant: Cl.[NH2:2][OH:3].[OH:4][C:5]1[C:14]([CH:15]=O)=[C:13]2[C:8]([CH:9]=[CH:10][C:11]([CH3:17])=[N:12]2)=[CH:7][CH:6]=1.[OH-].[Na+]. Product: [OH:4][C:5]1[C:14]([CH:15]=[N:2][OH:3])=[C:13]2[C:8]([CH:9]=[CH:10][C:11]([CH3:17])=[N:12]2)=[CH:7][CH:6]=1. The catalyst class is: 15. (4) Reactant: [F:1][C:2]1[CH:7]=[CH:6][C:5]([CH:8]([N:26]2[CH:30]=[CH:29][N:28]=[CH:27]2)[C:9]2[CH:10]=[C:11]3[C:16](=[CH:17][CH:18]=2)[NH:15][C:14](=O)[CH:13]=[C:12]3C2C=CC=CC=2)=[CH:4][CH:3]=1. Product: [F:1][C:2]1[CH:3]=[CH:4][C:5]([CH:8]([C:9]2[C:10]([C:2]3[CH:7]=[CH:6][CH:5]=[CH:4][CH:3]=3)=[N:15][C:14]3[C:17]([CH:18]=2)=[CH:16][CH:11]=[CH:12][CH:13]=3)[N:26]2[CH:30]=[CH:29][N:28]=[CH:27]2)=[CH:6][CH:7]=1. The catalyst class is: 286. (5) Reactant: C([O:5][C:6](=[O:25])[CH2:7][CH2:8][C:9]1[CH:14]=[CH:13][C:12]([OH:15])=[CH:11][C:10]=1[CH2:16][O:17][CH2:18][C:19]1[CH:24]=[CH:23][CH:22]=[CH:21]C=1)(C)(C)C.[C:26]1(C2C=CC=CC=2)[CH:31]=[CH:30][C:29]([C:32]2[O:33][C:34]([CH3:50])=[C:35]([CH2:37][CH2:38]OS(C3C=CC(C)=CC=3)(=O)=O)[N:36]=2)=[CH:28][CH:27]=1.CN(C=O)C.C(=O)([O-])[O-].[Cs+].[Cs+]. Product: [CH:29]1([C:32]2[O:33][C:34]([CH3:50])=[C:35]([CH2:37][CH2:38][O:15][C:12]3[CH:13]=[CH:14][C:9]([CH2:8][CH2:7][C:6]([OH:5])=[O:25])=[C:10]([CH2:16][O:17][C:18]4[CH:19]=[CH:24][CH:23]=[CH:22][CH:21]=4)[CH:11]=3)[N:36]=2)[CH2:28][CH2:27][CH2:26][CH2:31][CH2:30]1. The catalyst class is: 28.